From a dataset of Reaction yield outcomes from USPTO patents with 853,638 reactions. Predict the reaction yield, written as a fraction of the theoretical maximum amount of product (1.0 means a 100% yield; for example, 0.34 means a 34% yield). (1) The reactants are Cl[C:2]1[CH:3]=[C:4]([N:11]([CH2:18][C:19]2[CH:24]=[CH:23][C:22]([O:25][CH3:26])=[CH:21][CH:20]=2)[C:12]2[CH:17]=[CH:16][CH:15]=[CH:14][CH:13]=2)[C:5]2[N:6]([CH:8]=[CH:9][N:10]=2)[N:7]=1.C[C:28]([N:30](C)C)=O. The catalyst is [C-]#N.[Zn+2].[C-]#N.C1C=CC(/C=C/C(/C=C/C2C=CC=CC=2)=O)=CC=1.C1C=CC(/C=C/C(/C=C/C2C=CC=CC=2)=O)=CC=1.C1C=CC(/C=C/C(/C=C/C2C=CC=CC=2)=O)=CC=1.[Pd].[Pd].C1(P(C2C=CC=CC=2)[C-]2C=CC=C2)C=CC=CC=1.[C-]1(P(C2C=CC=CC=2)C2C=CC=CC=2)C=CC=C1.[Fe+2].[Zn]. The product is [CH3:26][O:25][C:22]1[CH:23]=[CH:24][C:19]([CH2:18][N:11]([C:12]2[CH:17]=[CH:16][CH:15]=[CH:14][CH:13]=2)[C:4]2[C:5]3[N:6]([CH:8]=[CH:9][N:10]=3)[N:7]=[C:2]([C:28]#[N:30])[CH:3]=2)=[CH:20][CH:21]=1. The yield is 0.980. (2) The reactants are [Cl:1][C:2]1[CH:7]=[CH:6][N:5]=[C:4]2[CH:8]=[C:9]([C:11]3[N:12]=[CH:13][N:14]([CH2:16][CH3:17])[CH:15]=3)[S:10][C:3]=12.C([Li])CCC.CN(C)[CH:25]=[O:26]. The catalyst is O1CCCC1. The product is [Cl:1][C:2]1[CH:7]=[CH:6][N:5]=[C:4]2[CH:8]=[C:9]([C:11]3[N:12]=[C:13]([CH:25]=[O:26])[N:14]([CH2:16][CH3:17])[CH:15]=3)[S:10][C:3]=12. The yield is 0.410. (3) The reactants are [H-].[Na+].[CH:3]1([CH2:9][C:10]([O:12][CH3:13])=[O:11])[CH2:8][CH2:7][CH2:6][CH2:5][CH2:4]1.[O:14]1[CH:18]=[CH:17][CH:16]=[C:15]1[C:19](OCC)=[O:20]. No catalyst specified. The product is [CH3:13][O:12][C:10](=[O:11])[CH:9]([CH:3]1[CH2:8][CH2:7][CH2:6][CH2:5][CH2:4]1)[C:19]([C:15]1[O:14][CH:18]=[CH:17][CH:16]=1)=[O:20]. The yield is 0.760. (4) The reactants are [CH2:1]([N:3]1[C@@H:8]([CH3:9])[C:7](=[O:10])[NH:6][C:5]2[CH:11]=[C:12]([C:15](OC)=[O:16])[CH:13]=[N:14][C:4]1=2)[CH3:2].[H-].[Na+].[H-].[H-].[H-].[H-].[Li+].[Al+3]. The catalyst is C1COCC1. The product is [CH2:1]([N:3]1[C@@H:8]([CH3:9])[C:7](=[O:10])[NH:6][C:5]2[CH:11]=[C:12]([CH2:15][OH:16])[CH:13]=[N:14][C:4]1=2)[CH3:2]. The yield is 0.780. (5) The reactants are C[O:2][C:3](=[O:36])[C:4]1[CH:9]=[CH:8][CH:7]=[C:6]([C:10]2[O:11][C:12]([CH3:35])=[C:13]([CH2:15][N:16]([CH2:33][CH3:34])[C:17]3[CH:22]=[CH:21][C:20]([C:23]([OH:32])([C:28]([F:31])([F:30])[F:29])[C:24]([F:27])([F:26])[F:25])=[CH:19][CH:18]=3)[N:14]=2)[CH:5]=1.[Li+].[OH-].Cl.CCOCC. The catalyst is C1COCC1.O. The yield is 0.880. The product is [CH2:33]([N:16]([CH2:15][C:13]1[N:14]=[C:10]([C:6]2[CH:5]=[C:4]([CH:9]=[CH:8][CH:7]=2)[C:3]([OH:36])=[O:2])[O:11][C:12]=1[CH3:35])[C:17]1[CH:22]=[CH:21][C:20]([C:23]([OH:32])([C:24]([F:25])([F:26])[F:27])[C:28]([F:30])([F:31])[F:29])=[CH:19][CH:18]=1)[CH3:34]. (6) The reactants are [C:1]1([S:7]([N:10]2[C:14]3[N:15]=[CH:16][N:17]=[C:18](Cl)[C:13]=3[C:12]([Br:20])=[CH:11]2)(=[O:9])=[O:8])[CH:6]=[CH:5][CH:4]=[CH:3][CH:2]=1.[NH:21]1[CH2:26][CH2:25][CH2:24][CH2:23][CH2:22]1. The catalyst is C(O)(C)(C)C. The product is [C:1]1([S:7]([N:10]2[C:14]3[N:15]=[CH:16][N:17]=[C:18]([N:21]4[CH2:26][CH2:25][CH2:24][CH2:23][CH2:22]4)[C:13]=3[C:12]([Br:20])=[CH:11]2)(=[O:9])=[O:8])[CH:6]=[CH:5][CH:4]=[CH:3][CH:2]=1. The yield is 0.970.